This data is from Full USPTO retrosynthesis dataset with 1.9M reactions from patents (1976-2016). The task is: Predict the reactants needed to synthesize the given product. The reactants are: [C:1]([C:5]1[CH:6]=[C:7]([CH:27]=[C:28]([C:30]([CH3:33])([CH3:32])[CH3:31])[CH:29]=1)[CH2:8][C@H:9]1[CH2:14][C@H:13]([C:15](=[O:22])[CH2:16][C:17]([O:19]CC)=O)[CH2:12][CH2:11][N:10]1[C:23]([O:25][CH3:26])=[O:24])([CH3:4])([CH3:3])[CH3:2].[OH-].[Na+].[NH2:36]O.Cl. Given the product [C:30]([C:28]1[CH:27]=[C:7]([CH:6]=[C:5]([C:1]([CH3:3])([CH3:4])[CH3:2])[CH:29]=1)[CH2:8][C@H:9]1[CH2:14][C@H:13]([C:15]2[O:22][NH:36][C:17](=[O:19])[CH:16]=2)[CH2:12][CH2:11][N:10]1[C:23]([O:25][CH3:26])=[O:24])([CH3:33])([CH3:32])[CH3:31], predict the reactants needed to synthesize it.